This data is from Forward reaction prediction with 1.9M reactions from USPTO patents (1976-2016). The task is: Predict the product of the given reaction. (1) Given the reactants [CH3:1][C:2]1[CH:9]=[CH:8][C:5]([C:6]#[N:7])=[CH:4][C:3]=1[C:10]#[C:11][Si](C)(C)C.C([O-])([O-])=O.[K+].[K+], predict the reaction product. The product is: [C:10]([C:3]1[CH:4]=[C:5]([CH:8]=[CH:9][C:2]=1[CH3:1])[C:6]#[N:7])#[CH:11]. (2) Given the reactants O[CH2:2][C:3]1[CH:11]=[C:10]2[C:6]([C:7]([CH3:14])([CH3:13])[C:8]([CH3:12])=[N:9]2)=[CH:5][CH:4]=1.C1C(=O)N([Br:22])C(=O)C1.C1C=CC(P(C2C=CC=CC=2)C2C=CC=CC=2)=CC=1, predict the reaction product. The product is: [Br:22][CH2:2][C:3]1[CH:11]=[C:10]2[C:6]([C:7]([CH3:14])([CH3:13])[C:8]([CH3:12])=[N:9]2)=[CH:5][CH:4]=1. (3) Given the reactants [NH2:1][C:2]1[CH:9]=[CH:8][CH:7]=[CH:6][C:3]=1[CH2:4][NH2:5].[CH3:10][O:11][C:12]1[CH:13]=[C:14]([N:18]=[C:19]=S)[CH:15]=[CH:16][CH:17]=1, predict the reaction product. The product is: [N:1]1[C:2]2[C:3](=[CH:6][CH:7]=[CH:8][CH:9]=2)[CH2:4][NH:5][C:19]=1[NH:18][C:14]1[CH:15]=[CH:16][CH:17]=[C:12]([O:11][CH3:10])[CH:13]=1. (4) Given the reactants Cl.[NH2:2][C:3]1[C:4]2[C:14]([O:15][CH2:16][C:17]3([NH2:23])[CH2:22][CH2:21][CH2:20][CH2:19][CH2:18]3)=[CH:13][CH:12]=[CH:11][C:5]=2[NH:6][S:7](=[O:10])(=[O:9])[N:8]=1.[C:24](O)(=[O:31])[C:25]1[CH:30]=[CH:29][N:28]=[CH:27][CH:26]=1, predict the reaction product. The product is: [NH2:2][C:3]1[C:4]2[C:14]([O:15][CH2:16][C:17]3([NH:23][C:24](=[O:31])[C:25]4[CH:30]=[CH:29][N:28]=[CH:27][CH:26]=4)[CH2:22][CH2:21][CH2:20][CH2:19][CH2:18]3)=[CH:13][CH:12]=[CH:11][C:5]=2[NH:6][S:7](=[O:10])(=[O:9])[N:8]=1. (5) Given the reactants [CH3:1][C:2]([S:25][S:26][CH3:27])([CH3:24])[CH2:3][S:4][CH2:5][C:6]1[CH:7]=[C:8](CCS([O-])(=O)=O)[CH:9]=[C:10]([CH2:12]CS([O-])(=O)=O)[CH:11]=1.[C:28](=[O:31])([O-])[O-].[K+].[K+].CN(C)C=[O:37], predict the reaction product. The product is: [CH3:1][C:2]([S:25][S:26][CH3:27])([CH3:24])[CH2:3][S:4][CH2:5][C:6]1[CH:7]=[C:8]([CH2:28][OH:31])[CH:9]=[C:10]([CH2:12][OH:37])[CH:11]=1. (6) Given the reactants [H-].[Na+].[NH:3]1[CH:7]=[CH:6][N:5]=[CH:4]1.Cl[CH2:9][O:10][CH2:11][CH2:12][Si:13]([CH3:16])([CH3:15])[CH3:14], predict the reaction product. The product is: [CH3:14][Si:13]([CH3:16])([CH3:15])[CH2:12][CH2:11][O:10][CH2:9][N:3]1[CH:7]=[CH:6][N:5]=[CH:4]1. (7) The product is: [O:4]1[C:8]2=[C:9]([N:13]3[CH2:18][CH2:17][N:16]([CH2:19][CH2:20][C@H:21]4[CH2:26][CH2:25][C@H:24]([NH:27][C:34](=[O:35])[C:33]5[CH:37]=[CH:38][C:30]([C:29]([F:28])([F:39])[F:40])=[CH:31][CH:32]=5)[CH2:23][CH2:22]4)[CH2:15][CH2:14]3)[N:10]=[CH:11][CH:12]=[C:7]2[CH2:6][CH2:5]1. Given the reactants Cl.Cl.Cl.[O:4]1[C:8]2=[C:9]([N:13]3[CH2:18][CH2:17][N:16]([CH2:19][CH2:20][C@H:21]4[CH2:26][CH2:25][C@H:24]([NH2:27])[CH2:23][CH2:22]4)[CH2:15][CH2:14]3)[N:10]=[CH:11][CH:12]=[C:7]2[CH2:6][CH2:5]1.[F:28][C:29]([F:40])([F:39])[C:30]1[CH:38]=[CH:37][C:33]([C:34](O)=[O:35])=[CH:32][CH:31]=1, predict the reaction product.